Dataset: CYP2D6 inhibition data for predicting drug metabolism from PubChem BioAssay. Task: Regression/Classification. Given a drug SMILES string, predict its absorption, distribution, metabolism, or excretion properties. Task type varies by dataset: regression for continuous measurements (e.g., permeability, clearance, half-life) or binary classification for categorical outcomes (e.g., BBB penetration, CYP inhibition). Dataset: cyp2d6_veith. The compound is C=C1[C@H](O)[C@]23CC[C@@H]4[C@H](C(=O)O)C[C@H](O[C@@H]5O[C@H](CO)[C@H](OS(=O)(=O)[O-])[C@@H](OS(=O)(=O)[O-])[C@@H]5OC(=O)CC(C)C)C[C@]4(C)[C@@H]2CC[C@@H]1C3.[K+].[K+]. The result is 0 (non-inhibitor).